This data is from Catalyst prediction with 721,799 reactions and 888 catalyst types from USPTO. The task is: Predict which catalyst facilitates the given reaction. (1) Reactant: [NH2:1][C@@H:2]([CH2:6][C:7]1[CH:12]=[CH:11][C:10]([OH:13])=[C:9]([OH:14])[CH:8]=1)[C:3]([OH:5])=[O:4].S(=O)(=O)(O)O.[CH2:20]=O. Product: [OH:14][C:9]1[CH:8]=[C:7]2[C:12](=[CH:11][C:10]=1[OH:13])[CH2:20][NH:1][C@H:2]([C:3]([OH:5])=[O:4])[CH2:6]2. The catalyst class is: 6. (2) Reactant: [Cl:1][C:2]1[CH:3]=[C:4]([C:9]([CH3:27])([CH2:13][CH2:14][N:15]2[CH2:20][CH2:19][CH:18]([N:21]3[CH2:25][CH2:24][CH2:23][C:22]3=[O:26])[CH2:17][CH2:16]2)[C:10](O)=[O:11])[CH:5]=[CH:6][C:7]=1[Cl:8].[F:28][C:29]1[CH:34]=[CH:33][C:32]([CH:35]([NH2:37])[CH3:36])=[CH:31][C:30]=1[C:38]([F:41])([F:40])[F:39].Cl.CN(C(ON1N=NC2C=CC=NC1=2)=[N+](C)C)C.F[P-](F)(F)(F)(F)F.CCN(C(C)C)C(C)C. The catalyst class is: 3. Product: [Cl:1][C:2]1[CH:3]=[C:4]([C:9]([CH3:27])([CH2:13][CH2:14][N:15]2[CH2:20][CH2:19][CH:18]([N:21]3[CH2:25][CH2:24][CH2:23][C:22]3=[O:26])[CH2:17][CH2:16]2)[C:10]([NH:37][CH:35]([C:32]2[CH:33]=[CH:34][C:29]([F:28])=[C:30]([C:38]([F:41])([F:39])[F:40])[CH:31]=2)[CH3:36])=[O:11])[CH:5]=[CH:6][C:7]=1[Cl:8]. (3) Reactant: [NH2:1][C:2]1[CH:3]=[C:4]2[C:9](=[CH:10][CH:11]=1)[N:8]=[CH:7][C:6]([C:12]#[N:13])=[C:5]2[NH:14][C:15]1[CH:20]=[CH:19][C:18]([F:21])=[C:17]([Cl:22])[CH:16]=1.[C:23]([C:25]1[CH:32]=[CH:31][CH:30]=[CH:29][C:26]=1[CH:27]=O)#[N:24].[BH3-]C#N.[Na+]. Product: [Cl:22][C:17]1[CH:16]=[C:15]([NH:14][C:5]2[C:4]3[C:9](=[CH:10][CH:11]=[C:2]([NH:1][CH2:27][C:26]4[CH:29]=[CH:30][CH:31]=[CH:32][C:25]=4[C:23]#[N:24])[CH:3]=3)[N:8]=[CH:7][C:6]=2[C:12]#[N:13])[CH:20]=[CH:19][C:18]=1[F:21]. The catalyst class is: 14. (4) Reactant: [Cl:1][C:2]1[CH:3]=[C:4]([CH:22]=[CH:23][C:24]=1[Cl:25])[CH2:5][C:6]1[NH:7][C:8](=[O:21])[C:9]2[C:14]([CH3:15])=[C:13]([C:16]([O:18][CH2:19][CH3:20])=[O:17])[S:12][C:10]=2[N:11]=1.[C:26](=O)([O-])[O-].[K+].[K+].CI. Product: [Cl:1][C:2]1[CH:3]=[C:4]([CH:22]=[CH:23][C:24]=1[Cl:25])[CH2:5][C:6]1[N:7]([CH3:26])[C:8](=[O:21])[C:9]2[C:14]([CH3:15])=[C:13]([C:16]([O:18][CH2:19][CH3:20])=[O:17])[S:12][C:10]=2[N:11]=1. The catalyst class is: 10.